Dataset: NCI-60 drug combinations with 297,098 pairs across 59 cell lines. Task: Regression. Given two drug SMILES strings and cell line genomic features, predict the synergy score measuring deviation from expected non-interaction effect. Drug 1: C1=CN(C(=O)N=C1N)C2C(C(C(O2)CO)O)O.Cl. Drug 2: CCC1(C2=C(COC1=O)C(=O)N3CC4=CC5=C(C=CC(=C5CN(C)C)O)N=C4C3=C2)O.Cl. Cell line: PC-3. Synergy scores: CSS=31.3, Synergy_ZIP=-8.26, Synergy_Bliss=-3.70, Synergy_Loewe=2.98, Synergy_HSA=4.55.